From a dataset of Catalyst prediction with 721,799 reactions and 888 catalyst types from USPTO. Predict which catalyst facilitates the given reaction. (1) Reactant: [C:1]1([CH2:7][S:8](Cl)(=[O:10])=[O:9])[CH:6]=[CH:5][CH:4]=[CH:3][CH:2]=1.Br.[Br:13][CH2:14][CH2:15][CH2:16][NH2:17].CCN(CC)CC. Product: [Br:13][CH2:14][CH2:15][CH2:16][NH:17][S:8]([CH2:7][C:1]1[CH:6]=[CH:5][CH:4]=[CH:3][CH:2]=1)(=[O:10])=[O:9]. The catalyst class is: 1. (2) The catalyst class is: 21. Product: [CH3:1][O:2][C:3](=[O:13])[C:4]1[CH:9]=[C:8]([F:10])[C:7]([O:11][CH3:14])=[C:6]([Br:12])[CH:5]=1. Reactant: [CH3:1][O:2][C:3](=[O:13])[C:4]1[CH:9]=[C:8]([F:10])[C:7]([OH:11])=[C:6]([Br:12])[CH:5]=1.[C:14]([O-])([O-])=O.[K+].[K+].CI. (3) Reactant: C(O[C:6](=O)[N:7]([C@H:9]([C:11](=[O:50])[NH:12][C@@H:13]1[C:19](=[O:20])[N:18]([CH2:21][C:22]2[C:31]3[C:26](=[C:27]([Br:32])[CH:28]=[CH:29][CH:30]=3)[CH:25]=[CH:24][C:23]=2[O:33][CH3:34])[C:17]2[CH:35]=[CH:36][CH:37]=[CH:38][C:16]=2[N:15]([C:39](=[O:49])[C:40]2[CH:45]=[CH:44][C:43]([CH:46]([OH:48])[CH3:47])=[CH:42][CH:41]=2)[CH2:14]1)[CH3:10])C)(C)(C)C.Cl. Product: [Br:32][C:27]1[CH:28]=[CH:29][CH:30]=[C:31]2[C:26]=1[CH:25]=[CH:24][C:23]([O:33][CH3:34])=[C:22]2[CH2:21][N:18]1[C:19](=[O:20])[C@@H:13]([NH:12][C:11](=[O:50])[C@@H:9]([NH:7][CH3:6])[CH3:10])[CH2:14][N:15]([C:39](=[O:49])[C:40]2[CH:41]=[CH:42][C:43]([CH:46]([OH:48])[CH3:47])=[CH:44][CH:45]=2)[C:16]2[CH:38]=[CH:37][CH:36]=[CH:35][C:17]1=2. The catalyst class is: 275. (4) The catalyst class is: 3. Reactant: [CH2:1]([C:7]1[CH:8]=[C:9]([C:13]2[NH:14][C:15]([I:19])=[C:16]([I:18])[N:17]=2)[CH:10]=[CH:11][CH:12]=1)[CH2:2][CH2:3][CH2:4][CH2:5][CH3:6].[H-].[Na+].I[CH3:23]. Product: [CH2:1]([C:7]1[CH:8]=[C:9]([C:13]2[N:14]([CH3:23])[C:15]([I:19])=[C:16]([I:18])[N:17]=2)[CH:10]=[CH:11][CH:12]=1)[CH2:2][CH2:3][CH2:4][CH2:5][CH3:6]. (5) Reactant: [NH:1]([C:3]1[N:12]=[CH:11][CH:10]=[C:9]2[C:4]=1[CH:5]=[C:6]([C:28]1[CH:33]=[CH:32][CH:31]=[CH:30][CH:29]=1)[C:7]([C:13]1[CH:27]=[CH:26][C:16]([CH2:17][NH:18][C:19](=[O:25])[O:20][C:21]([CH3:24])([CH3:23])[CH3:22])=[CH:15][CH:14]=1)=[N:8]2)[NH2:2].CO.[C:36](OC)(OC)(OC)[CH3:37].O.C1(C)C=CC(S(O)(=O)=O)=CC=1. Product: [CH3:36][C:37]1[N:12]2[C:3]([C:4]3[CH:5]=[C:6]([C:28]4[CH:29]=[CH:30][CH:31]=[CH:32][CH:33]=4)[C:7]([C:13]4[CH:14]=[CH:15][C:16]([CH2:17][NH:18][C:19](=[O:25])[O:20][C:21]([CH3:24])([CH3:23])[CH3:22])=[CH:26][CH:27]=4)=[N:8][C:9]=3[CH:10]=[CH:11]2)=[N:1][N:2]=1. The catalyst class is: 11. (6) Reactant: [Cl:1][C:2]1[CH:3]=[C:4]([C:9]2([C:22]([F:25])([F:24])[F:23])[O:13][N:12]=[C:11]([C:14]3[CH:15]=[CH:16][C:17]([CH3:21])=[C:18]([CH:20]=3)[NH2:19])[CH2:10]2)[CH:5]=[C:6]([Cl:8])[CH:7]=1.[CH3:26][S:27]([C:30]1[CH:38]=[CH:37][C:33]([C:34](O)=[O:35])=[CH:32][CH:31]=1)(=[O:29])=[O:28].Cl.C(N(CC)CCCN=C=NCC)C.C(=O)([O-])O.[Na+]. Product: [Cl:1][C:2]1[CH:3]=[C:4]([C:9]2([C:22]([F:23])([F:25])[F:24])[O:13][N:12]=[C:11]([C:14]3[CH:15]=[CH:16][C:17]([CH3:21])=[C:18]([NH:19][C:34](=[O:35])[C:33]4[CH:32]=[CH:31][C:30]([S:27]([CH3:26])(=[O:29])=[O:28])=[CH:38][CH:37]=4)[CH:20]=3)[CH2:10]2)[CH:5]=[C:6]([Cl:8])[CH:7]=1. The catalyst class is: 9. (7) Reactant: Br[C:2]1[CH:3]=[CH:4][C:5]2[N:11]3[C:12](C)=[N:13][N:14]=[C:10]3[CH2:9][CH2:8][N:7](C3C=CC(Cl)=CC=3)[C:6]=2[CH:23]=1.CC1(C)C(C)(C)OB(C2C=CC(C(OC)=O)=CC=2)O1.C(=O)([O-])[O-].[Cs+].[Cs+].C(OCC)(=O)C. Product: [CH:12]1[N:11]2[C:5]3[CH:4]=[CH:3][CH:2]=[CH:23][C:6]=3[N:7]=[CH:8][CH2:9][C:10]2=[N:14][N:13]=1. The catalyst class is: 38. (8) Reactant: C[Al](C)C.[NH:5]1[CH2:10][CH2:9][O:8][CH2:7][CH2:6]1.C([O:13][C:14](=O)[C:15]1[CH:20]=[CH:19][C:18]([N:21]2[CH2:25][CH2:24][CH:23]([CH2:26][C:27]3[CH:32]=[CH:31][CH:30]=[CH:29][C:28]=3[N:33]3[CH2:38][CH2:37][N:36]([CH3:39])[CH2:35][CH2:34]3)[C:22]2=[O:40])=[CH:17][CH:16]=1)C.CO. Product: [CH3:39][N:36]1[CH2:37][CH2:38][N:33]([C:28]2[CH:29]=[CH:30][CH:31]=[CH:32][C:27]=2[CH2:26][CH:23]2[CH2:24][CH2:25][N:21]([C:18]3[CH:19]=[CH:20][C:15]([C:14]([N:5]4[CH2:10][CH2:9][O:8][CH2:7][CH2:6]4)=[O:13])=[CH:16][CH:17]=3)[C:22]2=[O:40])[CH2:34][CH2:35]1. The catalyst class is: 26. (9) Reactant: Cl.[NH2:2][CH2:3][C:4]1[CH:9]=[CH:8][C:7]([S:10]([NH2:13])(=[O:12])=[O:11])=[CH:6][CH:5]=1.C(=O)([O-])[O-].[C:18](/[CH:20]=[CH:21]/[S:22]([C:25]1[CH:30]=[CH:29][C:28]([C:31]([CH3:36])([CH3:35])[C:32](O)=[O:33])=[CH:27][CH:26]=1)(=[O:24])=[O:23])#[N:19].ON1C2C=CC=CC=2N=N1.Cl.CN(C)CCCN=C=NCC. Product: [C:18](/[CH:20]=[CH:21]/[S:22]([C:25]1[CH:26]=[CH:27][C:28]([C:31]([CH3:36])([CH3:35])[C:32]([NH:2][CH2:3][C:4]2[CH:5]=[CH:6][C:7]([S:10](=[O:11])(=[O:12])[NH2:13])=[CH:8][CH:9]=2)=[O:33])=[CH:29][CH:30]=1)(=[O:23])=[O:24])#[N:19]. The catalyst class is: 2. (10) Reactant: [C:1]([C:3]1[CH:4]=[CH:5][C:6]([O:31][CH3:32])=[C:7]([S:9]([NH:12][CH2:13][CH2:14][C:15]2[CH:27]=[CH:26][C:25]([CH:28]([CH3:30])[CH3:29])=[CH:24][C:16]=2[O:17][CH2:18][C:19]([O:21]CC)=[O:20])(=[O:11])=[O:10])[CH:8]=1)#[N:2].[OH-].[Na+]. Product: [C:1]([C:3]1[CH:4]=[CH:5][C:6]([O:31][CH3:32])=[C:7]([S:9]([NH:12][CH2:13][CH2:14][C:15]2[CH:27]=[CH:26][C:25]([CH:28]([CH3:30])[CH3:29])=[CH:24][C:16]=2[O:17][CH2:18][C:19]([OH:21])=[O:20])(=[O:10])=[O:11])[CH:8]=1)#[N:2]. The catalyst class is: 8.